Dataset: Full USPTO retrosynthesis dataset with 1.9M reactions from patents (1976-2016). Task: Predict the reactants needed to synthesize the given product. Given the product [N+:1]([C:4]1[CH:13]=[CH:12][C:11]([NH2:15])=[C:10]2[C:5]=1[CH:6]=[CH:7][N:8]=[CH:9]2)([O-:3])=[O:2], predict the reactants needed to synthesize it. The reactants are: [N+:1]([C:4]1[CH:13]=[CH:12][CH:11]=[C:10]2[C:5]=1[CH:6]=[CH:7][N:8]=[CH:9]2)([O-:3])=[O:2].Cl.[NH2:15]O.[OH-].[Na+].